From a dataset of Full USPTO retrosynthesis dataset with 1.9M reactions from patents (1976-2016). Predict the reactants needed to synthesize the given product. (1) Given the product [CH2:1]([CH:4]([CH2:8][CH:9]=[C:10]([CH3:11])[CH3:12])[CH:5]([OH:7])[CH3:6])[CH:2]=[CH2:3], predict the reactants needed to synthesize it. The reactants are: [CH2:1]([C:4](=[CH:8][CH2:9][CH:10]([CH3:12])[CH3:11])[C:5](=[O:7])[CH3:6])[CH:2]=[CH2:3].[H-].[H-].[H-].[H-].[Li+].[Al+3].O.[OH-].[Na+]. (2) The reactants are: [NH2:1][C:2]1[S:3][C:4]2[CH2:10][CH:9]([NH:11][CH2:12][CH2:13][CH3:14])[CH2:8][CH2:7][C:5]=2[N:6]=1.[BrH:15]. Given the product [BrH:15].[NH2:1][C:2]1[S:3][C:4]2[CH2:10][CH:9]([NH:11][CH2:12][CH2:13][CH3:14])[CH2:8][CH2:7][C:5]=2[N:6]=1, predict the reactants needed to synthesize it. (3) The reactants are: Br[C:2]1[CH:3]=[CH:4][C:5]([N+:8]([O-:10])=[O:9])=[N:6][CH:7]=1.C([O-])([O-])=O.[Cs+].[Cs+].[C:17]([NH:20][C:21]1[CH:26]=[CH:25][C:24]([OH:27])=[CH:23][CH:22]=1)(=[O:19])[CH3:18]. Given the product [C:17]([NH:20][C:21]1[CH:26]=[CH:25][C:24]([O:27][C:2]2[CH:3]=[CH:4][C:5]([N+:8]([O-:10])=[O:9])=[N:6][CH:7]=2)=[CH:23][CH:22]=1)(=[O:19])[CH3:18], predict the reactants needed to synthesize it. (4) Given the product [O:31]1[CH:32]=[CH:33][C:29]([NH:28][C:21]([C:12]2[CH:11]=[C:10]([O:9][C:8]3[CH:24]=[CH:25][C:5]([C:3](=[O:4])[N:2]([CH3:27])[CH3:1])=[C:6]([F:26])[CH:7]=3)[C:15]3[CH2:16][C:17]([CH3:19])([CH3:20])[O:18][C:14]=3[CH:13]=2)=[O:22])=[N:30]1, predict the reactants needed to synthesize it. The reactants are: [CH3:1][N:2]([CH3:27])[C:3]([C:5]1[CH:25]=[CH:24][C:8]([O:9][C:10]2[C:15]3[CH2:16][C:17]([CH3:20])([CH3:19])[O:18][C:14]=3[CH:13]=[C:12]([C:21](O)=[O:22])[CH:11]=2)=[CH:7][C:6]=1[F:26])=[O:4].[NH2:28][C:29]1[CH:33]=[CH:32][O:31][N:30]=1.C(N(CC)CC)C.CN(C(ON1N=NC2C=CC=NC1=2)=[N+](C)C)C.F[P-](F)(F)(F)(F)F. (5) Given the product [S:8]1[CH:12]=[CH:11][C:10]([C@H:13]2[C@H:22]3[CH2:23][CH2:24][N:25]([C:26]([C:45]4[CH:49]=[CH:50][CH:51]=[CH:52][C:44]=4[NH:43][C:35](=[O:42])[C:36]4[CH:37]=[CH:38][CH:39]=[CH:40][CH:41]=4)=[O:28])[C@H:21]3[C:20]3[CH:15]=[CH:16][CH:17]=[CH:18][C:19]=3[NH:14]2)=[CH:9]1, predict the reactants needed to synthesize it. The reactants are: C(O)(C(F)(F)F)=O.[S:8]1[CH:12]=[CH:11][C:10]([C@H:13]2[C@H:22]3[CH2:23][CH2:24][N:25]([C:26]([O:28]C(C)(C)C)=O)[C@H:21]3[C:20]3[CH:19]=[CH:18][CH:17]=[CH:16][C:15]=3[NH:14]2)=[CH:9]1.[OH-].[Na+].[C:35]([NH:43][C:44]1[CH:52]=[CH:51][CH:50]=[CH:49][C:45]=1C(O)=O)(=[O:42])[C:36]1[CH:41]=[CH:40][CH:39]=[CH:38][CH:37]=1.C(N(CC)CC)C.CCOC(OC(OCC)=O)=O. (6) Given the product [F:1][C:2]([F:7])([F:6])[C:3]([O-:5])=[O:4].[C:8]([CH:24]1[CH2:25][CH2:26][C:21]([CH3:27])([CH3:20])[CH2:22][NH2+:23]1)([OH:10])=[O:9], predict the reactants needed to synthesize it. The reactants are: [F:1][C:2]([F:7])([F:6])[C:3]([O-:5])=[O:4].[C:8](C1CC(F)(F)CC[NH2+]1)([OH:10])=[O:9].Cl.[CH3:20][C:21]1([CH3:27])[CH2:26][CH2:25][CH2:24][NH:23][CH2:22]1. (7) Given the product [OH:1][C@H:2]1[CH2:6][CH2:5][N:4]([C:9]2[CH:14]=[CH:13][C:12]([C:15]([F:18])([F:17])[F:16])=[CH:11][CH:10]=2)[C:3]1=[O:7], predict the reactants needed to synthesize it. The reactants are: [OH:1][C@H:2]1[CH2:6][CH2:5][NH:4][C:3]1=[O:7].Br[C:9]1[CH:14]=[CH:13][C:12]([C:15]([F:18])([F:17])[F:16])=[CH:11][CH:10]=1.C1(P(C2C=CC=CC=2)C2C3OC4C(=CC=CC=4P(C4C=CC=CC=4)C4C=CC=CC=4)C(C)(C)C=3C=CC=2)C=CC=CC=1.C(=O)([O-])[O-].[Cs+].[Cs+]. (8) Given the product [CH2:28]([CH2:35][NH:38][CH2:2][C:3]1[CH:4]=[C:5]2[C:9](=[C:10]([CH3:12])[CH:11]=1)[C:8](=[O:13])[N:7]([CH2:14][C:15]1[CH:20]=[CH:19][C:18]([O:21][C:22]([F:25])([F:24])[F:23])=[CH:17][CH:16]=1)[CH2:6]2)[C:29]1[CH:30]=[CH:31][CH:32]=[CH:33][CH:34]=1, predict the reactants needed to synthesize it. The reactants are: Br[CH2:2][C:3]1[CH:4]=[C:5]2[C:9](=[C:10]([CH3:12])[CH:11]=1)[C:8](=[O:13])[N:7]([CH2:14][C:15]1[CH:20]=[CH:19][C:18]([O:21][C:22]([F:25])([F:24])[F:23])=[CH:17][CH:16]=1)[CH2:6]2.CN[CH2:28][C:29]1[CH:34]=[CH:33][CH:32]=[CH:31][CH:30]=1.[CH:35]([N:38](C(C)C)CC)(C)C. (9) Given the product [F:21][C:22]1[CH:23]=[C:24]2[C:29](=[CH:30][CH:31]=1)[C:28]([N:32]1[CH2:37][CH2:36][N:35]([CH2:2][CH2:3][CH:4]3[C:8]4[CH:9]=[CH:10][C:11]([C:13]([NH2:15])=[O:14])=[CH:12][C:7]=4[CH2:6][O:5]3)[C@H:34]([CH3:38])[CH2:33]1)=[CH:27][CH:26]=[CH:25]2, predict the reactants needed to synthesize it. The reactants are: O[CH2:2][CH2:3][CH:4]1[C:8]2[CH:9]=[CH:10][C:11]([C:13]([NH2:15])=[O:14])=[CH:12][C:7]=2[CH2:6][O:5]1.CS([O-])(=O)=O.[F:21][C:22]1[CH:23]=[C:24]2[C:29](=[CH:30][CH:31]=1)[C:28]([N:32]1[CH2:37][CH2:36][NH:35][C@H:34]([CH3:38])[CH2:33]1)=[CH:27][CH:26]=[CH:25]2. (10) Given the product [C:11]1([C:17](=[N:19][C@H:2]([C:4]2[CH:9]=[CH:8][C:7]([Cl:10])=[CH:6][CH:5]=2)[CH3:1])[CH3:18])[CH:16]=[CH:15][CH:14]=[CH:13][CH:12]=1, predict the reactants needed to synthesize it. The reactants are: [CH3:1][C:2]([C:4]1[CH:9]=[CH:8][C:7]([Cl:10])=[CH:6][CH:5]=1)=O.[C:11]1([C@@H:17]([NH2:19])[CH3:18])[CH:16]=[CH:15][CH:14]=[CH:13][CH:12]=1.